Predict the reaction yield, written as a fraction of the theoretical maximum amount of product (1.0 means a 100% yield; for example, 0.34 means a 34% yield). From a dataset of Reaction yield outcomes from USPTO patents with 853,638 reactions. The catalyst is C1COCC1.O. The yield is 0.480. The reactants are CC([O-])(C)C.[K+].CC1C=CC(S([CH2:17][N+:18]#[C-])(=O)=O)=CC=1.[CH2:20]([O:27][C:28]1[CH:29]=[C:30]([CH:33]=[CH:34][C:35]=1[O:36][CH3:37])[CH:31]=O)[C:21]1[CH:26]=[CH:25][CH:24]=[CH:23][CH:22]=1.CO. The product is [CH2:20]([O:27][C:28]1[CH:29]=[C:30]([CH2:31][C:17]#[N:18])[CH:33]=[CH:34][C:35]=1[O:36][CH3:37])[C:21]1[CH:26]=[CH:25][CH:24]=[CH:23][CH:22]=1.